Dataset: Forward reaction prediction with 1.9M reactions from USPTO patents (1976-2016). Task: Predict the product of the given reaction. (1) Given the reactants Br[CH:2]([CH3:14])[C:3]([C:5]1[CH:10]=[CH:9][C:8]([N+:11]([O-:13])=[O:12])=[CH:7][CH:6]=1)=O.[N:15]1[CH:20]=[CH:19][CH:18]=[CH:17][C:16]=1[C:21](=[S:23])[NH2:22], predict the reaction product. The product is: [CH3:14][C:2]1[S:23][C:21]([C:16]2[CH:17]=[CH:18][CH:19]=[CH:20][N:15]=2)=[N:22][C:3]=1[C:5]1[CH:10]=[CH:9][C:8]([N+:11]([O-:13])=[O:12])=[CH:7][CH:6]=1. (2) The product is: [Br:1][C:2]1[C:3]([O:18][CH3:19])=[CH:4][CH:5]=[C:6]2[C:11]=1[N:10]=[C:9]([C:12]1[S:13][CH:14]=[CH:15][N:16]=1)[CH:8]=[C:7]2[O:17][CH:39]1[CH2:57][CH:56]2[N:41]([C:42](=[O:62])[CH2:43][CH2:44][CH2:45][CH2:46][CH2:47][CH2:48][CH:49]=[CH:50][CH:51]3[C:53]([C:59]([OH:61])=[O:60])([NH:54][C:55]2=[O:58])[CH2:52]3)[CH2:40]1. Given the reactants [Br:1][C:2]1[C:3]([O:18][CH3:19])=[CH:4][CH:5]=[C:6]2[C:11]=1[N:10]=[C:9]([C:12]1[S:13][CH:14]=[CH:15][N:16]=1)[CH:8]=[C:7]2[OH:17].C(C1N=C(C2C=C(O[CH:39]3[CH2:57][CH:56]4[N:41]([C:42](=[O:62])[CH2:43][CH2:44][CH2:45][CH2:46][CH2:47][CH2:48][CH:49]=[CH:50][CH:51]5[C:53]([C:59]([OH:61])=[O:60])([NH:54][C:55]4=[O:58])[CH2:52]5)[CH2:40]3)C3C(=CC(OC)=CC=3)N=2)SC=1)(C)C, predict the reaction product. (3) Given the reactants Cl[CH2:2][CH2:3][O:4][C:5]1[CH:10]=[CH:9][C:8]([CH:11]2[C:16]([C:17]3[CH:22]=[CH:21][C:20]([OH:23])=[CH:19][CH:18]=3)=[C:15]([C:24]([F:27])([F:26])[F:25])[C:14]3[CH:28]=[CH:29][C:30]([OH:32])=[CH:31][C:13]=3[O:12]2)=[CH:7][CH:6]=1.C(=O)([O-])[O-].[K+].[K+].[I-].[K+].[CH3:41][NH:42][CH3:43], predict the reaction product. The product is: [CH3:41][N:42]([CH3:43])[CH2:2][CH2:3][O:4][C:5]1[CH:10]=[CH:9][C:8]([CH:11]2[C:16]([C:17]3[CH:22]=[CH:21][C:20]([OH:23])=[CH:19][CH:18]=3)=[C:15]([C:24]([F:27])([F:26])[F:25])[C:14]3[CH:28]=[CH:29][C:30]([OH:32])=[CH:31][C:13]=3[O:12]2)=[CH:7][CH:6]=1.